This data is from Reaction yield outcomes from USPTO patents with 853,638 reactions. The task is: Predict the reaction yield, written as a fraction of the theoretical maximum amount of product (1.0 means a 100% yield; for example, 0.34 means a 34% yield). (1) The reactants are [N:1]1[CH:6]=[C:5]([CH2:7][N:8]([CH3:12])[CH2:9][CH2:10][NH2:11])[CH:4]=[C:3]([C:13]2[CH:14]=[N:15][CH:16]=[CH:17][CH:18]=2)[CH:2]=1.C(#N)C.[CH3:22][N:23]([CH3:78])[C@H:24]1[CH2:75][C@@H:74]([CH3:76])[O:73][CH:26]([O:27][C@@H:28]2[C@@H:44]([CH3:45])[C:43](=[O:46])[C@@H:42]([CH3:47])[C:41](=[O:48])[O:40][C@H:39]([CH2:49][CH3:50])[C@:38]3([CH2:51][CH3:52])[C@H:34](N(CCCCN4C5C(=NC=CC=5)N=C4)[C:36](=[O:53])[O:37]3)[C@@H:33]([CH3:67])[C:32](=[O:68])[C@H:31]([CH3:69])[CH2:30][C@@:29]2([O:71][CH3:72])[CH3:70])[C@@H:25]1[OH:77]. The catalyst is O. The product is [CH3:78][N:23]([CH3:22])[C@H:24]1[CH2:75][C@@H:74]([CH3:76])[O:73][CH:26]([O:27][C@@H:28]2[C@@H:44]([CH3:45])[C:43](=[O:46])[C@@H:42]([CH3:47])[C:41](=[O:48])[O:40][C@H:39]([CH2:49][CH3:50])[C@:38]3([CH2:51][CH3:52])[C@H:34]([N:11]([CH2:10][CH2:9][N:8]([CH2:7][C:5]4[CH:4]=[C:3]([C:13]5[CH:14]=[N:15][CH:16]=[CH:17][CH:18]=5)[CH:2]=[N:1][CH:6]=4)[CH3:12])[C:36](=[O:53])[O:37]3)[C@@H:33]([CH3:67])[C:32](=[O:68])[C@H:31]([CH3:69])[CH2:30][C@@:29]2([O:71][CH3:72])[CH3:70])[C@@H:25]1[OH:77]. The yield is 0.270. (2) The reactants are [C:1]([O:5][C:6]([NH:8][NH:9][CH2:10][C:11]1[CH:16]=[CH:15][C:14]([C:17]2[CH:22]=[CH:21][CH:20]=[CH:19][N:18]=2)=[CH:13][CH:12]=1)=[O:7])([CH3:4])([CH3:3])[CH3:2].[O:23]1[C@@H:25]([C@@H:26]([NH:34][C:35]([O:37][C:38]([CH3:41])([CH3:40])[CH3:39])=[O:36])[CH2:27][C:28]2[CH:33]=[CH:32][CH:31]=[CH:30][CH:29]=2)[CH2:24]1. The catalyst is CC(O)C. The product is [C:1]([O:5][C:6]([NH:8][N:9]([CH2:24][CH:25]([OH:23])[CH:26]([NH:34][C:35]([O:37][C:38]([CH3:41])([CH3:40])[CH3:39])=[O:36])[CH2:27][C:28]1[CH:33]=[CH:32][CH:31]=[CH:30][CH:29]=1)[CH2:10][C:11]1[CH:16]=[CH:15][C:14]([C:17]2[CH:22]=[CH:21][CH:20]=[CH:19][N:18]=2)=[CH:13][CH:12]=1)=[O:7])([CH3:4])([CH3:2])[CH3:3]. The yield is 0.660. (3) The reactants are Cl.[NH2:2][C:3]([CH3:9])([CH3:8])[C:4]([O:6][CH3:7])=[O:5].C(=O)(O)[O-].[Na+].[C:15]1([S:21]([C:24]2[CH:25]=[CH:26][C:27]([Cl:34])=[C:28]([S:30](Cl)(=[O:32])=[O:31])[CH:29]=2)(=[O:23])=[O:22])[CH:20]=[CH:19][CH:18]=[CH:17][CH:16]=1. The catalyst is C(#N)C. The product is [Cl:34][C:27]1[CH:26]=[CH:25][C:24]([S:21]([C:15]2[CH:20]=[CH:19][CH:18]=[CH:17][CH:16]=2)(=[O:22])=[O:23])=[CH:29][C:28]=1[S:30]([NH:2][C:3]([CH3:9])([C:4]([O:6][CH3:7])=[O:5])[CH3:8])(=[O:32])=[O:31]. The yield is 0.520. (4) The reactants are Br[C:2]1[CH:7]=[CH:6][CH:5]=[CH:4][N:3]=1.[C:8]([O:12][C:13](=[O:28])[N:14]([C:21]1[CH:26]=[CH:25][CH:24]=[C:23]([F:27])[CH:22]=1)[C:15](=[O:20])[CH2:16][CH2:17][C:18]#[CH:19])([CH3:11])([CH3:10])[CH3:9]. No catalyst specified. The product is [C:8]([O:12][C:13](=[O:28])[N:14]([C:21]1[CH:26]=[CH:25][CH:24]=[C:23]([F:27])[CH:22]=1)[C:15](=[O:20])[CH2:16][CH2:17][C:18]#[C:19][C:2]1[CH:7]=[CH:6][CH:5]=[CH:4][N:3]=1)([CH3:11])([CH3:9])[CH3:10]. The yield is 0.600.